From a dataset of Full USPTO retrosynthesis dataset with 1.9M reactions from patents (1976-2016). Predict the reactants needed to synthesize the given product. (1) Given the product [CH2:21]([O:18][CH2:15][O:1][C:2]1[CH:11]=[C:10]2[C:5]([CH:6]=[C:7]([C:13]#[N:14])[C:8](=[O:12])[O:9]2)=[CH:4][CH:3]=1)[C:22]1[CH:27]=[CH:26][CH:25]=[CH:24][CH:23]=1, predict the reactants needed to synthesize it. The reactants are: [OH:1][C:2]1[CH:11]=[C:10]2[C:5]([CH:6]=[C:7]([C:13]#[N:14])[C:8](=[O:12])[O:9]2)=[CH:4][CH:3]=1.[C:15]([O-:18])([O-])=O.[K+].[K+].[CH2:21](C(OC(Cl)[CH2:21][C:22]1[CH:27]=[CH:26][CH:25]=[CH:24][CH:23]=1)Cl)[C:22]1[CH:27]=[CH:26][CH:25]=[CH:24][CH:23]=1.CCOC(C)=O. (2) Given the product [C:22]([O:26][C:27](=[O:28])[NH:29][CH:30]([C:31](=[O:32])[N:9]([C:4]1[CH:5]=[CH:6][C:7]([CH3:8])=[C:2]([CH3:1])[CH:3]=1)[CH2:10][CH2:11][C:12]1[CH:17]=[CH:16][C:15]([C:18]([F:20])([F:19])[F:21])=[CH:14][CH:13]=1)[C:34]1[CH:39]=[CH:38][CH:37]=[CH:36][C:35]=1[O:40][CH3:41])([CH3:25])([CH3:23])[CH3:24], predict the reactants needed to synthesize it. The reactants are: [CH3:1][C:2]1[CH:3]=[C:4]([NH:9][CH2:10][CH2:11][C:12]2[CH:17]=[CH:16][C:15]([C:18]([F:21])([F:20])[F:19])=[CH:14][CH:13]=2)[CH:5]=[CH:6][C:7]=1[CH3:8].[C:22]([O:26][C:27]([NH:29][CH:30]([C:34]1[CH:39]=[CH:38][CH:37]=[CH:36][C:35]=1[O:40][CH3:41])[C:31](O)=[O:32])=[O:28])([CH3:25])([CH3:24])[CH3:23]. (3) The reactants are: [F:1][C:2]1[C:7]([O:8][CH3:9])=[CH:6][C:5]([O:10][CH3:11])=[C:4]([F:12])[C:3]=1[CH2:13][OH:14].[CH3:15][S:16](Cl)(=[O:18])=[O:17]. Given the product [CH3:15][S:16]([O:14][CH2:13][C:3]1[C:2]([F:1])=[C:7]([O:8][CH3:9])[CH:6]=[C:5]([O:10][CH3:11])[C:4]=1[F:12])(=[O:18])=[O:17], predict the reactants needed to synthesize it. (4) The reactants are: Cl.Cl.[Cl:3][C:4]1[N:5]=[C:6]([N:15]2[CH2:20][CH2:19][NH:18][CH2:17][CH2:16]2)[C:7]2[CH:12]=[C:11]([CH2:13][CH3:14])[S:10][C:8]=2[N:9]=1.C(N(C(C)C)CC)(C)C.[C:30]1([C:39]2[CH:44]=[CH:43][CH:42]=[CH:41][CH:40]=2)[CH:35]=[CH:34][C:33]([C:36](Cl)=[O:37])=[CH:32][CH:31]=1. Given the product [C:30]1([C:39]2[CH:40]=[CH:41][CH:42]=[CH:43][CH:44]=2)[CH:31]=[CH:32][C:33]([C:36]([N:18]2[CH2:19][CH2:20][N:15]([C:6]3[C:7]4[CH:12]=[C:11]([CH2:13][CH3:14])[S:10][C:8]=4[N:9]=[C:4]([Cl:3])[N:5]=3)[CH2:16][CH2:17]2)=[O:37])=[CH:34][CH:35]=1, predict the reactants needed to synthesize it. (5) The reactants are: [CH3:1][C:2]1[C:6]([CH2:7][C:8](O)=[O:9])=[C:5]([CH3:11])[N:4]([CH2:12][C:13]2[CH:18]=[CH:17][C:16]([NH:19][C:20](=[O:31])[C:21]3[CH:26]=[CH:25][C:24]([C:27]([F:30])([F:29])[F:28])=[CH:23][CH:22]=3)=[CH:15][CH:14]=2)[N:3]=1.[CH3:32][C:33]([S:36]([NH2:39])(=[O:38])=[O:37])([CH3:35])[CH3:34].C1(N=C=NC2CCCCC2)CCCCC1. Given the product [CH3:1][C:2]1[C:6]([CH2:7][C:8](=[O:9])[NH:39][S:36]([C:33]([CH3:35])([CH3:34])[CH3:32])(=[O:38])=[O:37])=[C:5]([CH3:11])[N:4]([CH2:12][C:13]2[CH:18]=[CH:17][C:16]([NH:19][C:20](=[O:31])[C:21]3[CH:22]=[CH:23][C:24]([C:27]([F:29])([F:28])[F:30])=[CH:25][CH:26]=3)=[CH:15][CH:14]=2)[N:3]=1, predict the reactants needed to synthesize it.